Task: Regression/Classification. Given a drug SMILES string, predict its absorption, distribution, metabolism, or excretion properties. Task type varies by dataset: regression for continuous measurements (e.g., permeability, clearance, half-life) or binary classification for categorical outcomes (e.g., BBB penetration, CYP inhibition). For this dataset (solubility_aqsoldb), we predict Y.. Dataset: Aqueous solubility values for 9,982 compounds from the AqSolDB database (1) The molecule is [Cl-].[Cl-].[Cl-].[Cl-].[Cl-].[Cl-].[NH4+].[NH4+].[NH4+].[Rh+3]. The Y is -0.569 log mol/L. (2) The compound is O=C1Cc2ccc(Cl)cc2N1. The Y is -2.97 log mol/L. (3) The drug is CCN(CC)c1nc(Cl)nc(N(CC)CC)n1. The Y is -4.41 log mol/L. (4) The molecule is C[C@@H](CCl)[N+](=O)[O-]. The Y is -1.19 log mol/L. (5) The Y is -2.01 log mol/L. The drug is FCC(F)(F)F. (6) The molecule is CC=CC=O. The Y is 0.320 log mol/L. (7) The drug is O=[N+]([O-])c1ccc(Cl)cc1O. The Y is -2.64 log mol/L.